From a dataset of Full USPTO retrosynthesis dataset with 1.9M reactions from patents (1976-2016). Predict the reactants needed to synthesize the given product. Given the product [F:40][C:39]([F:42])([F:41])[C:35]1[CH:34]=[C:33]([NH:32][C:30]([C:25]2[CH:24]=[CH:23][CH:22]=[C:21]3[C:26]=2[CH:27]=[CH:28][CH:29]=[C:20]3[O:19][C:4]2[CH:3]=[C:2]([NH:43][C:44]3[CH:49]=[CH:48][C:47]([S:50]([N:53]4[CH2:58][CH2:57][N:56]([C:59]([O:61][C:62]([CH3:65])([CH3:64])[CH3:63])=[O:60])[CH2:55][CH2:54]4)(=[O:51])=[O:52])=[CH:46][CH:45]=3)[N:7]=[C:6]3[N:8]([CH2:11][O:12][CH2:13][CH2:14][Si:15]([CH3:17])([CH3:18])[CH3:16])[CH:9]=[CH:10][C:5]=23)=[O:31])[CH:38]=[CH:37][CH:36]=1, predict the reactants needed to synthesize it. The reactants are: Cl[C:2]1[N:7]=[C:6]2[N:8]([CH2:11][O:12][CH2:13][CH2:14][Si:15]([CH3:18])([CH3:17])[CH3:16])[CH:9]=[CH:10][C:5]2=[C:4]([O:19][C:20]2[CH:29]=[CH:28][CH:27]=[C:26]3[C:21]=2[CH:22]=[CH:23][CH:24]=[C:25]3[C:30]([NH:32][C:33]2[CH:38]=[CH:37][CH:36]=[C:35]([C:39]([F:42])([F:41])[F:40])[CH:34]=2)=[O:31])[CH:3]=1.[NH2:43][C:44]1[CH:49]=[CH:48][C:47]([S:50]([N:53]2[CH2:58][CH2:57][N:56]([C:59]([O:61][C:62]([CH3:65])([CH3:64])[CH3:63])=[O:60])[CH2:55][CH2:54]2)(=[O:52])=[O:51])=[CH:46][CH:45]=1.